Dataset: Full USPTO retrosynthesis dataset with 1.9M reactions from patents (1976-2016). Task: Predict the reactants needed to synthesize the given product. (1) Given the product [BrH:2].[Br-:1].[CH3:25][N:26]([CH3:27])[CH2:3][CH2:4][CH2:5][P+:6]([C:19]1[CH:24]=[CH:23][CH:22]=[CH:21][CH:20]=1)([C:13]1[CH:18]=[CH:17][CH:16]=[CH:15][CH:14]=1)[C:7]1[CH:12]=[CH:11][CH:10]=[CH:9][CH:8]=1, predict the reactants needed to synthesize it. The reactants are: [Br-:1].[Br:2][CH2:3][CH2:4][CH2:5][P+:6]([C:19]1[CH:24]=[CH:23][CH:22]=[CH:21][CH:20]=1)([C:13]1[CH:18]=[CH:17][CH:16]=[CH:15][CH:14]=1)[C:7]1[CH:12]=[CH:11][CH:10]=[CH:9][CH:8]=1.[CH3:25][NH:26][CH3:27]. (2) Given the product [Br:1][C:2]1[C:3]([C@@H:14]([NH:24][C:25](=[O:31])[O:26][C:27]([CH3:30])([CH3:29])[CH3:28])[CH2:15][C:16]2[CH:17]=[C:18]([F:23])[CH:19]=[C:20]([F:22])[CH:21]=2)=[N:4][C:5]([C:8]#[C:9][C:10]([O:13][Si:36]([C:32]([CH3:35])([CH3:34])[CH3:33])([CH3:44])[CH3:43])([CH3:11])[CH3:12])=[CH:6][CH:7]=1, predict the reactants needed to synthesize it. The reactants are: [Br:1][C:2]1[C:3]([C@@H:14]([NH:24][C:25](=[O:31])[O:26][C:27]([CH3:30])([CH3:29])[CH3:28])[CH2:15][C:16]2[CH:21]=[C:20]([F:22])[CH:19]=[C:18]([F:23])[CH:17]=2)=[N:4][C:5]([C:8]#[C:9][C:10]([OH:13])([CH3:12])[CH3:11])=[CH:6][CH:7]=1.[C:32]([Si:36]([CH3:44])([CH3:43])OC(C)(C#C)C)([CH3:35])([CH3:34])[CH3:33]. (3) Given the product [OH:25][C:19]1[CH:20]=[CH:21][C:22]([F:24])=[CH:23][C:18]=1[C:13]1[C:12]([C:8]2[CH:9]=[CH:10][CH:11]=[C:6]([C:4]([OH:5])=[O:3])[CH:7]=2)=[CH:17][CH:16]=[CH:15][CH:14]=1, predict the reactants needed to synthesize it. The reactants are: C([O:3][C:4]([C:6]1[CH:7]=[C:8]([C:12]2[C:13]([C:18]3[CH:23]=[C:22]([F:24])[CH:21]=[CH:20][C:19]=3[O:25]C)=[CH:14][CH:15]=[CH:16][CH:17]=2)[CH:9]=[CH:10][CH:11]=1)=[O:5])C.B(Br)(Br)Br. (4) Given the product [N:14]1[CH:15]=[CH:16][CH:17]=[C:12]([CH2:11][CH2:10][NH:9][CH2:7][C:4]2[CH:5]=[CH:6][N:1]=[CH:2][CH:3]=2)[CH:13]=1, predict the reactants needed to synthesize it. The reactants are: [N:1]1[CH:6]=[CH:5][C:4]([CH:7]=O)=[CH:3][CH:2]=1.[NH2:9][CH2:10][CH2:11][C:12]1[CH:13]=[N:14][CH:15]=[CH:16][CH:17]=1.CO.[BH4-].[Na+]. (5) Given the product [Cl:1][C:2]1[N:3]=[CH:4][C:5]2[N:11]([CH3:24])[C:10](=[O:12])[C:9]([F:14])([CH3:13])[CH2:8][N:7]([CH:15]3[CH2:20][CH2:19][CH2:18][CH2:17][CH2:16]3)[C:6]=2[N:21]=1, predict the reactants needed to synthesize it. The reactants are: [Cl:1][C:2]1[N:3]=[CH:4][C:5]2[NH:11][C:10](=[O:12])[C:9]([F:14])([CH3:13])[CH2:8][N:7]([CH:15]3[CH2:20][CH2:19][CH2:18][CH2:17][CH2:16]3)[C:6]=2[N:21]=1.[H-].[Na+].[CH3:24]I.